Dataset: Full USPTO retrosynthesis dataset with 1.9M reactions from patents (1976-2016). Task: Predict the reactants needed to synthesize the given product. (1) Given the product [CH3:3][O:4][C:5]1[C:21]([O:22][CH3:23])=[C:20]([O:24][CH3:25])[CH:19]=[C:18]([CH3:26])[C:6]=1[C:7]([C:9]1[C:10]([O:27][CH3:29])=[N:11][CH:12]=[C:13]([CH3:16])[C:14]=1[CH3:15])=[O:8], predict the reactants needed to synthesize it. The reactants are: [H-].[Na+].[CH3:3][O:4][C:5]1[C:21]([O:22][CH3:23])=[C:20]([O:24][CH3:25])[CH:19]=[C:18]([CH3:26])[C:6]=1[C:7]([C:9]1[C:10](F)=[N:11][CH:12]=[C:13]([CH3:16])[C:14]=1[CH3:15])=[O:8].[OH2:27].Cl.[CH3:29]O. (2) Given the product [CH2:1]([O:3][CH:4]([O:22][CH2:23][CH3:24])[C:5]1[CH:6]=[CH:7][C:8]([CH2:9][N:10]([CH2:11][CH2:12][CH2:13][N:14]2[CH2:19][CH2:18][O:17][CH2:16][CH2:15]2)[C:45]([NH:44][C@H:42]([C:32]2[C:41]3[C:36](=[CH:37][CH:38]=[CH:39][CH:40]=3)[CH:35]=[CH:34][CH:33]=2)[CH3:43])=[O:46])=[CH:20][CH:21]=1)[CH3:2], predict the reactants needed to synthesize it. The reactants are: [CH2:1]([O:3][CH:4]([O:22][CH2:23][CH3:24])[C:5]1[CH:21]=[CH:20][C:8]([CH2:9][NH:10][CH2:11][CH2:12][CH2:13][N:14]2[CH2:19][CH2:18][O:17][CH2:16][CH2:15]2)=[CH:7][CH:6]=1)[CH3:2].C(N(CC)CC)C.[C:32]1([C@@H:42]([N:44]=[C:45]=[O:46])[CH3:43])[C:41]2[C:36](=[CH:37][CH:38]=[CH:39][CH:40]=2)[CH:35]=[CH:34][CH:33]=1. (3) Given the product [CH3:11][C:4]1[S:3][CH:2]=[N:6][C:5]=1[C:7]([O:9][CH3:10])=[O:8], predict the reactants needed to synthesize it. The reactants are: N[C:2]1[S:3][C:4]([CH3:11])=[C:5]([C:7]([O:9][CH3:10])=[O:8])[N:6]=1.N(OC(C)(C)C)=O. (4) Given the product [Br:22][C:23]1[CH:30]=[CH:29][C:26]([CH2:27][N:9]([CH2:10][C:11]2[CH:12]=[CH:13][C:14]([C:15]#[N:16])=[CH:17][CH:18]=2)[CH2:8][CH2:7][CH2:6][CH2:5][N:4]([CH2:1][CH2:2][CH3:3])[CH2:19][CH2:20][CH3:21])=[CH:25][CH:24]=1, predict the reactants needed to synthesize it. The reactants are: [CH2:1]([N:4]([CH2:19][CH2:20][CH3:21])[CH2:5][CH2:6][CH2:7][CH2:8][NH:9][CH2:10][C:11]1[CH:18]=[CH:17][C:14]([C:15]#[N:16])=[CH:13][CH:12]=1)[CH2:2][CH3:3].[Br:22][C:23]1[CH:30]=[CH:29][C:26]([CH:27]=O)=[CH:25][CH:24]=1.C(O[BH-](OC(=O)C)OC(=O)C)(=O)C.[Na+].C(=O)(O)[O-].[Na+]. (5) Given the product [CH2:35]([O:37][C:38](=[O:42])/[CH:39]=[C:40](/[C:9]1[CH:10]=[CH:11][C:6]([C:3]([C:21]2[CH:26]=[CH:25][C:24]([O:27][C:28](=[O:33])[C:29]([CH3:31])([CH3:30])[CH3:32])=[C:23]([CH3:34])[CH:22]=2)([CH2:4][CH3:5])[CH2:1][CH3:2])=[CH:7][C:8]=1[CH3:20])\[CH3:41])[CH3:36], predict the reactants needed to synthesize it. The reactants are: [CH2:1]([C:3]([C:21]1[CH:26]=[CH:25][C:24]([O:27][C:28](=[O:33])[C:29]([CH3:32])([CH3:31])[CH3:30])=[C:23]([CH3:34])[CH:22]=1)([C:6]1[CH:11]=[CH:10][C:9](OS(C(F)(F)F)(=O)=O)=[C:8]([CH3:20])[CH:7]=1)[CH2:4][CH3:5])[CH3:2].[CH2:35]([O:37][C:38](=[O:42])/[CH:39]=[CH:40]/[CH3:41])[CH3:36].C([O-])(O)=O.[Na+].C1C=CC(P(C2C=CC=CC=2)CCCP(C2C=CC=CC=2)C2C=CC=CC=2)=CC=1.[Li+].[Br-].[NH4+].[Cl-].